From a dataset of Merck oncology drug combination screen with 23,052 pairs across 39 cell lines. Regression. Given two drug SMILES strings and cell line genomic features, predict the synergy score measuring deviation from expected non-interaction effect. (1) Drug 1: CC(=O)OC1C(=O)C2(C)C(O)CC3OCC3(OC(C)=O)C2C(OC(=O)c2ccccc2)C2(O)CC(OC(=O)C(O)C(NC(=O)c3ccccc3)c3ccccc3)C(C)=C1C2(C)C. Drug 2: Cn1c(=O)n(-c2ccc(C(C)(C)C#N)cc2)c2c3cc(-c4cnc5ccccc5c4)ccc3ncc21. Cell line: HCT116. Synergy scores: synergy=-6.13. (2) Drug 1: CCC1=CC2CN(C1)Cc1c([nH]c3ccccc13)C(C(=O)OC)(c1cc3c(cc1OC)N(C)C1C(O)(C(=O)OC)C(OC(C)=O)C4(CC)C=CCN5CCC31C54)C2. Drug 2: CCN(CC)CCNC(=O)c1c(C)[nH]c(C=C2C(=O)Nc3ccc(F)cc32)c1C. Cell line: KPL1. Synergy scores: synergy=11.3.